This data is from Reaction yield outcomes from USPTO patents with 853,638 reactions. The task is: Predict the reaction yield, written as a fraction of the theoretical maximum amount of product (1.0 means a 100% yield; for example, 0.34 means a 34% yield). (1) The reactants are [C:1]1([CH2:17]O)[C:14]2[C:15]3=[C:16]4[C:11](=[CH:12][CH:13]=2)[CH:10]=[CH:9][CH:8]=[C:7]4[CH:6]=[CH:5][C:4]3=[CH:3][CH:2]=1.P(Br)(Br)[Br:20].CCOCC.O. The catalyst is C1C=CC=CC=1. The product is [Br:20][CH2:17][C:1]1[C:14]2[C:15]3=[C:16]4[C:11](=[CH:12][CH:13]=2)[CH:10]=[CH:9][CH:8]=[C:7]4[CH:6]=[CH:5][C:4]3=[CH:3][CH:2]=1. The yield is 0.950. (2) The reactants are [Si]([O:8][C:9]1[CH:14]=[C:13]([O:15][Si](C(C)(C)C)(C)C)[CH:12]=[CH:11][C:10]=1[CH:23]1[CH2:28][CH2:27][C:26](=[CH:29][C:30]([O:32][CH2:33][C:34]2[CH:39]=[CH:38][CH:37]=[CH:36][CH:35]=2)=[O:31])[CH2:25][CH2:24]1)(C(C)(C)C)(C)C.O1CCCC1.O.[F-].C([N+](CCCC)(CCCC)CCCC)CCC. The catalyst is C(O)(=O)C. The product is [OH:8][C:9]1[CH:14]=[C:13]([OH:15])[CH:12]=[CH:11][C:10]=1[CH:23]1[CH2:28][CH2:27][C:26](=[CH:29][C:30]([O:32][CH2:33][C:34]2[CH:35]=[CH:36][CH:37]=[CH:38][CH:39]=2)=[O:31])[CH2:25][CH2:24]1. The yield is 0.720. (3) The reactants are [OH:1][CH2:2][C@@H:3]1[C@@H:8]([OH:9])[C@H:7]([OH:10])[C@H:6]([OH:11])[C@@H:5]([C:12]2[CH:17]=[CH:16][CH:15]=[C:14]([C:18]#[C:19][C:20]#[C:21][C:22]3[CH:27]=[CH:26][CH:25]=[C:24]([C@@H:28]4[C@@H:33]([OH:34])[C@@H:32]([OH:35])[C@H:31]([OH:36])[C@@H:30]([CH2:37][OH:38])[O:29]4)[CH:23]=3)[CH:13]=2)[O:4]1. The catalyst is CO.[Pd]. The product is [OH:38][CH2:37][C@@H:30]1[C@@H:31]([OH:36])[C@H:32]([OH:35])[C@H:33]([OH:34])[C@@H:28]([C:24]2[CH:25]=[CH:26][CH:27]=[C:22]([CH2:21][CH2:20][CH2:19][CH2:18][C:14]3[CH:15]=[CH:16][CH:17]=[C:12]([C@@H:5]4[C@@H:6]([OH:11])[C@@H:7]([OH:10])[C@H:8]([OH:9])[C@@H:3]([CH2:2][OH:1])[O:4]4)[CH:13]=3)[CH:23]=2)[O:29]1. The yield is 0.860.